Dataset: Forward reaction prediction with 1.9M reactions from USPTO patents (1976-2016). Task: Predict the product of the given reaction. (1) Given the reactants [NH2:1][N:2]1[C:7](=[O:8])[C:6]([C:9]2[NH:14][C:13]3[CH:15]=[CH:16][CH:17]=[CH:18][C:12]=3[S:11](=[O:20])(=[O:19])[N:10]=2)=[C:5]([OH:21])[C:4]2[S:22][CH:23]=[CH:24][C:3]1=2.[C:25]1(=O)[CH2:30][CH2:29][CH2:28][CH2:27][CH2:26]1, predict the reaction product. The product is: [C:25]1(=[N:1][N:2]2[C:7](=[O:8])[C:6]([C:9]3[NH:14][C:13]4[CH:15]=[CH:16][CH:17]=[CH:18][C:12]=4[S:11](=[O:20])(=[O:19])[N:10]=3)=[C:5]([OH:21])[C:4]3[S:22][CH:23]=[CH:24][C:3]2=3)[CH2:30][CH2:29][CH2:28][CH2:27][CH2:26]1. (2) Given the reactants Cl[C:2]1[CH:3]=[CH:4][C:5]2[N+:10]([O-])=[N:9][C:8](=[O:12])[N:7]([CH2:13][CH:14]=[CH2:15])[C:6]=2[CH:16]=1.[CH3:17][O-:18].[Na+].O, predict the reaction product. The product is: [CH3:17][O:18][C:2]1[CH:3]=[CH:4][C:5]2[N:10]=[N:9][C:8](=[O:12])[N:7]([CH2:13][CH:14]=[CH2:15])[C:6]=2[CH:16]=1. (3) Given the reactants [NH2:1][C@H:2]1[CH2:6][CH2:5][N:4]([C:7]2[CH:8]=[C:9]3[C:14](=[CH:15][C:16]=2[Cl:17])[CH2:13][N:12]([C:18]([O:20][C:21]([CH3:24])([CH3:23])[CH3:22])=[O:19])[CH2:11][CH2:10]3)[C:3]1=[O:25].[Cl:26][C:27]1[S:31][C:30](/[CH:32]=[CH:33]/[S:34](Cl)(=[O:36])=[O:35])=[CH:29][CH:28]=1, predict the reaction product. The product is: [Cl:17][C:16]1[CH:15]=[C:14]2[C:9]([CH2:10][CH2:11][N:12]([C:18]([O:20][C:21]([CH3:22])([CH3:24])[CH3:23])=[O:19])[CH2:13]2)=[CH:8][C:7]=1[N:4]1[CH2:5][CH2:6][C@H:2]([NH:1][S:34](/[CH:33]=[CH:32]/[C:30]2[S:31][C:27]([Cl:26])=[CH:28][CH:29]=2)(=[O:36])=[O:35])[C:3]1=[O:25]. (4) Given the reactants [C:1]([O:5][C:6]([NH:8][CH2:9][C:10]([OH:12])=O)=[O:7])([CH3:4])([CH3:3])[CH3:2].C1C=CC2N(O)N=[N:19]C=2C=1.CCN=C=NCCCN(C)C.Cl.[NH4+].[Cl-].CCN(C(C)C)C(C)C, predict the reaction product. The product is: [C:1]([O:5][C:6](=[O:7])[NH:8][CH2:9][C:10]([NH2:19])=[O:12])([CH3:4])([CH3:3])[CH3:2]. (5) Given the reactants [CH3:1][N:2]1[CH:6]=[C:5]([C:7]2[CH:12]=[CH:11][C:10]([CH2:13]O)=[CH:9][CH:8]=2)[N:4]=[N:3]1.P(Br)(Br)[Br:16], predict the reaction product. The product is: [Br:16][CH2:13][C:10]1[CH:11]=[CH:12][C:7]([C:5]2[N:4]=[N:3][N:2]([CH3:1])[CH:6]=2)=[CH:8][CH:9]=1. (6) Given the reactants [NH2:1][C@H:2]([C:24]([OH:26])=O)[CH2:3][CH2:4][CH2:5][NH:6][C:7](=[NH:23])[N:8](C(OC(C)(C)C)=O)C(OC(C)(C)C)=O.[OH:27][C:28]1[CH:29]=[CH:30][C:31]([N+:37]([O-])=O)=[C:32]([CH:36]=1)[C:33]([OH:35])=O.CC(C)[N:42]=C=NC(C)C.C1C=CC2N(O)N=NC=2C=1.C1(P(C2C=CC=CC=2)C2C=CC=CC=2)C=CC=CC=1.[Cl:78][C:79]1[CH:84]=[C:83]([Cl:85])[CH:82]=[CH:81][C:80]=1[CH2:86][CH2:87]O.CC(OC(/N=N/C(OC(C)C)=O)=O)C, predict the reaction product. The product is: [NH2:37][C:31]1[CH:30]=[CH:29][C:28]([O:27][CH2:87][CH2:86][C:80]2[CH:81]=[CH:82][C:83]([Cl:85])=[CH:84][C:79]=2[Cl:78])=[CH:36][C:32]=1[C:33]([NH:1][C@H:2]([C:24](=[O:26])[NH2:42])[CH2:3][CH2:4][CH2:5][NH:6][C:7]([NH2:8])=[NH:23])=[O:35]. (7) Given the reactants [ClH:1].Cl.[CH2:3]([N:12]1[CH2:17][CH2:16][NH:15][CH2:14][CH2:13]1)[C:4]([C:6]1[CH:11]=[CH:10][CH:9]=[CH:8][CH:7]=1)=[O:5].[CH3:18][O:19][C:20]1[CH:27]=[CH:26][C:25]([N+:28]([O-:30])=[O:29])=[CH:24][C:21]=1[CH2:22]Br.C([O-])([O-])=O.[K+].[K+], predict the reaction product. The product is: [ClH:1].[ClH:1].[CH3:18][O:19][C:20]1[CH:27]=[CH:26][C:25]([N+:28]([O-:30])=[O:29])=[CH:24][C:21]=1[CH2:22][N:15]1[CH2:16][CH2:17][N:12]([CH2:3][C:4]([C:6]2[CH:7]=[CH:8][CH:9]=[CH:10][CH:11]=2)=[O:5])[CH2:13][CH2:14]1. (8) Given the reactants [CH3:1][O:2][CH2:3][C:4]([OH:6])=O.[NH2:7][C:8]1[CH:13]=[CH:12][C:11]([CH2:14][C:15]([NH:17][C:18]2[S:19][C:20]([CH:23]([CH3:25])[CH3:24])=[CH:21][N:22]=2)=[O:16])=[CH:10][CH:9]=1, predict the reaction product. The product is: [CH:23]([C:20]1[S:19][C:18]([NH:17][C:15](=[O:16])[CH2:14][C:11]2[CH:10]=[CH:9][C:8]([NH:7][C:4](=[O:6])[CH2:3][O:2][CH3:1])=[CH:13][CH:12]=2)=[N:22][CH:21]=1)([CH3:25])[CH3:24]. (9) Given the reactants [Cl:1][C:2]1[CH:3]=[CH:4][C:5]2[N:11]3[CH:12]=[CH:13][CH:14]=[C:10]3[C@@H:9]([CH2:15][C:16](OCC)=[O:17])[CH2:8][C@H:7]([C:21]3[CH:26]=[CH:25][CH:24]=[C:23]([O:27][CH3:28])[C:22]=3[O:29][CH3:30])[C:6]=2[CH:31]=1.[H-].[Al+3].[Li+].[H-].[H-].[H-].[OH-].[Na+].S([O-])([O-])(=O)=O.[Mg+2], predict the reaction product. The product is: [Cl:1][C:2]1[CH:3]=[CH:4][C:5]2[N:11]3[CH:12]=[CH:13][CH:14]=[C:10]3[C@@H:9]([CH2:15][CH2:16][OH:17])[CH2:8][C@H:7]([C:21]3[CH:26]=[CH:25][CH:24]=[C:23]([O:27][CH3:28])[C:22]=3[O:29][CH3:30])[C:6]=2[CH:31]=1.